Dataset: Forward reaction prediction with 1.9M reactions from USPTO patents (1976-2016). Task: Predict the product of the given reaction. (1) Given the reactants [CH3:1][O:2][C:3]1[CH:8]=[CH:7][C:6]([C:9]2([C:12]([OH:14])=O)[CH2:11][CH2:10]2)=[CH:5][CH:4]=1.S(Cl)(Cl)=O.[Br:19][C:20]1[C:29]2[C:24](=[CH:25][CH:26]=[CH:27][CH:28]=2)[CH:23]=[C:22]([NH2:30])[N:21]=1.CCN(CC)CC, predict the reaction product. The product is: [Br:19][C:20]1[C:29]2[C:24](=[CH:25][CH:26]=[CH:27][CH:28]=2)[CH:23]=[C:22]([NH:30][C:12]([C:9]2([C:6]3[CH:5]=[CH:4][C:3]([O:2][CH3:1])=[CH:8][CH:7]=3)[CH2:10][CH2:11]2)=[O:14])[N:21]=1. (2) Given the reactants C([N:8]1[CH2:15][CH:14]2[CH:10]([CH2:11][N:12]([C:16]3[CH:21]=[CH:20][C:19]([F:22])=[CH:18][CH:17]=3)[CH2:13]2)[CH2:9]1)C1C=CC=CC=1, predict the reaction product. The product is: [F:22][C:19]1[CH:18]=[CH:17][C:16]([N:12]2[CH2:11][CH:10]3[CH:14]([CH2:15][NH:8][CH2:9]3)[CH2:13]2)=[CH:21][CH:20]=1. (3) Given the reactants [CH3:1][C:2]1[N:6]=[C:5]([C:7]2[CH:8]=[CH:9][C:10]([O:15][CH2:16][CH:17]([CH3:19])[CH3:18])=[C:11]([C:13]#[N:14])[CH:12]=2)[S:4][C:3]=1[C:20]([OH:22])=[O:21].[Na].O.Cl, predict the reaction product. The product is: [CH3:1][C:2]1[N:6]=[C:5]([C:7]2[CH:8]=[CH:9][C:10]([O:15][CH2:16][CH:17]([CH3:19])[CH3:18])=[C:11]([C:13]#[N:14])[CH:12]=2)[S:4][C:3]=1[C:20]([OH:22])=[O:21]. (4) The product is: [C:22]([C:13]1[C:14]2[C:19](=[CH:18][C:17]([F:20])=[C:16]([F:21])[CH:15]=2)[N:11]([C:8]2[CH:9]=[CH:10][C:5]([C:4]([OH:25])=[O:3])=[C:6]([OH:24])[CH:7]=2)[CH:12]=1)#[N:23]. Given the reactants C([O:3][C:4](=[O:25])[C:5]1[CH:10]=[CH:9][C:8]([N:11]2[C:19]3[C:14](=[CH:15][C:16]([F:21])=[C:17]([F:20])[CH:18]=3)[C:13]([C:22]#[N:23])=[CH:12]2)=[CH:7][C:6]=1[OH:24])C.O1CCCC1.[OH-].[Li+].Cl, predict the reaction product.